Dataset: NCI-60 drug combinations with 297,098 pairs across 59 cell lines. Task: Regression. Given two drug SMILES strings and cell line genomic features, predict the synergy score measuring deviation from expected non-interaction effect. (1) Drug 1: CN(C)N=NC1=C(NC=N1)C(=O)N. Drug 2: C1C(C(OC1N2C=NC(=NC2=O)N)CO)O. Cell line: UACC-257. Synergy scores: CSS=-8.59, Synergy_ZIP=4.23, Synergy_Bliss=0.151, Synergy_Loewe=-8.90, Synergy_HSA=-6.55. (2) Drug 1: C1=CC(=CC=C1CCC2=CNC3=C2C(=O)NC(=N3)N)C(=O)NC(CCC(=O)O)C(=O)O. Drug 2: C1C(C(OC1N2C=NC(=NC2=O)N)CO)O. Cell line: K-562. Synergy scores: CSS=55.0, Synergy_ZIP=-8.50, Synergy_Bliss=-9.19, Synergy_Loewe=1.12, Synergy_HSA=1.88. (3) Drug 1: C1=CC(=CC=C1CCCC(=O)O)N(CCCl)CCCl. Drug 2: COCCOC1=C(C=C2C(=C1)C(=NC=N2)NC3=CC=CC(=C3)C#C)OCCOC.Cl. Cell line: ACHN. Synergy scores: CSS=50.4, Synergy_ZIP=-1.66, Synergy_Bliss=-3.96, Synergy_Loewe=-2.32, Synergy_HSA=-0.251. (4) Drug 1: CC1CCC2CC(C(=CC=CC=CC(CC(C(=O)C(C(C(=CC(C(=O)CC(OC(=O)C3CCCCN3C(=O)C(=O)C1(O2)O)C(C)CC4CCC(C(C4)OC)O)C)C)O)OC)C)C)C)OC. Drug 2: C1CCC(C(C1)N)N.C(=O)(C(=O)[O-])[O-].[Pt+4]. Cell line: M14. Synergy scores: CSS=26.8, Synergy_ZIP=-8.09, Synergy_Bliss=-3.77, Synergy_Loewe=-3.75, Synergy_HSA=0.540. (5) Drug 1: C1CN(P(=O)(OC1)NCCCl)CCCl. Drug 2: C(CCl)NC(=O)N(CCCl)N=O. Cell line: RPMI-8226. Synergy scores: CSS=13.7, Synergy_ZIP=-7.08, Synergy_Bliss=-7.81, Synergy_Loewe=-5.18, Synergy_HSA=-1.45.